Dataset: NCI-60 drug combinations with 297,098 pairs across 59 cell lines. Task: Regression. Given two drug SMILES strings and cell line genomic features, predict the synergy score measuring deviation from expected non-interaction effect. (1) Drug 1: CS(=O)(=O)C1=CC(=C(C=C1)C(=O)NC2=CC(=C(C=C2)Cl)C3=CC=CC=N3)Cl. Drug 2: CC12CCC3C(C1CCC2=O)CC(=C)C4=CC(=O)C=CC34C. Cell line: SK-OV-3. Synergy scores: CSS=17.2, Synergy_ZIP=6.79, Synergy_Bliss=-1.06, Synergy_Loewe=-16.3, Synergy_HSA=-1.42. (2) Drug 1: C1=CN(C(=O)N=C1N)C2C(C(C(O2)CO)O)O.Cl. Drug 2: CCC1(CC2CC(C3=C(CCN(C2)C1)C4=CC=CC=C4N3)(C5=C(C=C6C(=C5)C78CCN9C7C(C=CC9)(C(C(C8N6C)(C(=O)OC)O)OC(=O)C)CC)OC)C(=O)OC)O.OS(=O)(=O)O. Cell line: SW-620. Synergy scores: CSS=34.6, Synergy_ZIP=-8.42, Synergy_Bliss=-3.42, Synergy_Loewe=-5.87, Synergy_HSA=-4.76. (3) Drug 1: C1CCN(CC1)CCOC2=CC=C(C=C2)C(=O)C3=C(SC4=C3C=CC(=C4)O)C5=CC=C(C=C5)O. Drug 2: C1=CC(=CC=C1CCC2=CNC3=C2C(=O)NC(=N3)N)C(=O)NC(CCC(=O)O)C(=O)O. Cell line: RPMI-8226. Synergy scores: CSS=44.2, Synergy_ZIP=2.77, Synergy_Bliss=-0.0670, Synergy_Loewe=-20.8, Synergy_HSA=-2.02. (4) Drug 1: CCC1=C2CN3C(=CC4=C(C3=O)COC(=O)C4(CC)O)C2=NC5=C1C=C(C=C5)O. Drug 2: CCC1(CC2CC(C3=C(CCN(C2)C1)C4=CC=CC=C4N3)(C5=C(C=C6C(=C5)C78CCN9C7C(C=CC9)(C(C(C8N6C)(C(=O)OC)O)OC(=O)C)CC)OC)C(=O)OC)O.OS(=O)(=O)O. Cell line: BT-549. Synergy scores: CSS=20.0, Synergy_ZIP=-4.17, Synergy_Bliss=0.0611, Synergy_Loewe=-15.3, Synergy_HSA=-0.0947. (5) Drug 1: C1CCC(C1)C(CC#N)N2C=C(C=N2)C3=C4C=CNC4=NC=N3. Drug 2: C1CCC(CC1)NC(=O)N(CCCl)N=O. Cell line: PC-3. Synergy scores: CSS=6.48, Synergy_ZIP=-4.38, Synergy_Bliss=-0.787, Synergy_Loewe=-6.88, Synergy_HSA=-2.69. (6) Drug 1: CC(CN1CC(=O)NC(=O)C1)N2CC(=O)NC(=O)C2. Drug 2: CC1OCC2C(O1)C(C(C(O2)OC3C4COC(=O)C4C(C5=CC6=C(C=C35)OCO6)C7=CC(=C(C(=C7)OC)O)OC)O)O. Cell line: LOX IMVI. Synergy scores: CSS=47.7, Synergy_ZIP=6.51, Synergy_Bliss=5.90, Synergy_Loewe=10.3, Synergy_HSA=12.7.